This data is from Forward reaction prediction with 1.9M reactions from USPTO patents (1976-2016). The task is: Predict the product of the given reaction. (1) Given the reactants [F:1][C:2]1[CH:10]=[C:9]([F:11])[CH:8]=[CH:7][C:3]=1[C:4]([OH:6])=[O:5].O(C(O[C:16]([CH3:19])([CH3:18])[CH3:17])=O)C(O[C:16]([CH3:19])([CH3:18])[CH3:17])=O, predict the reaction product. The product is: [C:16]([O:5][C:4](=[O:6])[C:3]1[CH:7]=[CH:8][C:9]([F:11])=[CH:10][C:2]=1[F:1])([CH3:19])([CH3:18])[CH3:17]. (2) Given the reactants C1COCC1.[CH3:6][O:7][C:8]1[CH:13]=[CH:12][C:11]([NH:14][CH:15]([CH3:20])[C:16]([O:18]C)=[O:17])=[CH:10][CH:9]=1.[OH-].[Na+].Cl, predict the reaction product. The product is: [CH3:6][O:7][C:8]1[CH:9]=[CH:10][C:11]([NH:14][CH:15]([CH3:20])[C:16]([OH:18])=[O:17])=[CH:12][CH:13]=1. (3) Given the reactants [CH2:1]([O:19][C:20]1[C:33]([O:34][CH2:35][CH2:36][CH2:37][CH2:38][CH2:39][CH2:40][CH2:41][CH2:42][CH2:43][CH2:44][CH2:45][CH2:46][CH2:47][CH2:48][CH2:49][CH2:50][CH2:51][CH3:52])=[C:32]([O:53][CH2:54][CH2:55][CH2:56][CH2:57][CH2:58][CH2:59][CH2:60][CH2:61][CH2:62][CH2:63][CH2:64][CH2:65][CH2:66][CH2:67][CH2:68][CH2:69][CH2:70][CH3:71])[CH:31]=[CH:30][C:21]=1[CH:22](O)[C:23]1[CH:28]=[CH:27][CH:26]=[CH:25][CH:24]=1)[CH2:2][CH2:3][CH2:4][CH2:5][CH2:6][CH2:7][CH2:8][CH2:9][CH2:10][CH2:11][CH2:12][CH2:13][CH2:14][CH2:15][CH2:16][CH2:17][CH3:18].[C:72]([NH2:89])([O:74][CH2:75][CH:76]1[C:88]2[C:83](=[CH:84][CH:85]=[CH:86][CH:87]=2)[C:82]2[C:77]1=[CH:78][CH:79]=[CH:80][CH:81]=2)=[O:73].CS(O)(=O)=O.C(O)(C1C=CC=CC=1)C1C=CC=CC=1.C(=O)([O-])O.[Na+], predict the reaction product. The product is: [C:72]([NH:89][CH:22]([C:23]1[CH:28]=[CH:27][CH:26]=[CH:25][CH:24]=1)[C:21]1[CH:30]=[CH:31][C:32]([O:53][CH2:54][CH2:55][CH2:56][CH2:57][CH2:58][CH2:59][CH2:60][CH2:61][CH2:62][CH2:63][CH2:64][CH2:65][CH2:66][CH2:67][CH2:68][CH2:69][CH2:70][CH3:71])=[C:33]([O:34][CH2:35][CH2:36][CH2:37][CH2:38][CH2:39][CH2:40][CH2:41][CH2:42][CH2:43][CH2:44][CH2:45][CH2:46][CH2:47][CH2:48][CH2:49][CH2:50][CH2:51][CH3:52])[C:20]=1[O:19][CH2:1][CH2:2][CH2:3][CH2:4][CH2:5][CH2:6][CH2:7][CH2:8][CH2:9][CH2:10][CH2:11][CH2:12][CH2:13][CH2:14][CH2:15][CH2:16][CH2:17][CH3:18])([O:74][CH2:75][CH:76]1[C:88]2[C:83](=[CH:84][CH:85]=[CH:86][CH:87]=2)[C:82]2[C:77]1=[CH:78][CH:79]=[CH:80][CH:81]=2)=[O:73]. (4) The product is: [C:25]([O:29][C:30]([N:32]1[CH2:37][CH2:36][O:35][C:34]2[C:38]([NH:5][CH2:4][C:3]3[CH:6]=[CH:7][C:8]([C:10]4[CH:15]=[CH:14][N:13]=[C:12]5[NH:16][C:17]([C:19]6[CH:20]=[N:21][N:22]([CH3:24])[CH:23]=6)=[N:18][C:11]=45)=[CH:9][C:2]=3[F:1])=[N:39][CH:40]=[CH:41][C:33]1=2)=[O:31])([CH3:28])([CH3:26])[CH3:27]. Given the reactants [F:1][C:2]1[CH:9]=[C:8]([C:10]2[CH:15]=[CH:14][N:13]=[C:12]3[NH:16][C:17]([C:19]4[CH:20]=[N:21][N:22]([CH3:24])[CH:23]=4)=[N:18][C:11]=23)[CH:7]=[CH:6][C:3]=1[CH2:4][NH2:5].[C:25]([O:29][C:30]([N:32]1[CH2:37][CH2:36][O:35][C:34]2[C:38](I)=[N:39][CH:40]=[CH:41][C:33]1=2)=[O:31])([CH3:28])([CH3:27])[CH3:26].CC(C)([O-])C.[Na+].C1(P(C2C=CC=CC=2)C2C=CC3C(=CC=CC=3)C=2C2C3C(=CC=CC=3)C=CC=2P(C2C=CC=CC=2)C2C=CC=CC=2)C=CC=CC=1, predict the reaction product. (5) Given the reactants Cl[C:2]1[N:7]=[N:6][CH:5]=[C:4]([NH:8][C:9]2[CH:14]=[CH:13][CH:12]=[CH:11][C:10]=2[S:15]([CH:18]([CH3:20])[CH3:19])(=[O:17])=[O:16])[CH:3]=1.[CH3:21][O:22][C:23]1[CH:29]=[C:28]([N:30]2[CH2:35][CH2:34][CH:33]([N:36]3[CH2:41][CH2:40][P:39]([CH3:43])(=[O:42])[CH2:38][CH2:37]3)[CH2:32][CH2:31]2)[CH:27]=[CH:26][C:24]=1[NH2:25].Cl, predict the reaction product. The product is: [CH3:21][O:22][C:23]1[CH:29]=[C:28]([N:30]2[CH2:35][CH2:34][CH:33]([N:36]3[CH2:37][CH2:38][P:39]([CH3:43])(=[O:42])[CH2:40][CH2:41]3)[CH2:32][CH2:31]2)[CH:27]=[CH:26][C:24]=1[NH:25][C:2]1[N:7]=[N:6][CH:5]=[C:4]([NH:8][C:9]2[CH:14]=[CH:13][CH:12]=[CH:11][C:10]=2[S:15]([CH:18]([CH3:20])[CH3:19])(=[O:17])=[O:16])[CH:3]=1. (6) Given the reactants [ClH:1].Cl.[CH2:3]([C:5]1[C:13]2[C:8](=[CH:9][CH:10]=[CH:11][C:12]=2[NH:14][C:15]([C:17]2[N:21]3[CH:22]=[CH:23][C:24]([C:26]([N:28]4[CH2:33][CH2:32][NH:31][CH2:30][CH2:29]4)=[O:27])=[CH:25][C:20]3=[N:19][CH:18]=2)=[O:16])[N:7]([CH2:34][C:35]2[CH:40]=[CH:39][CH:38]=[C:37]([CH3:41])[N:36]=2)[N:6]=1)[CH3:4].[C:42](O[BH-](OC(=O)C)OC(=O)C)(=O)C.[Na+].C=O, predict the reaction product. The product is: [ClH:1].[ClH:1].[CH2:3]([C:5]1[C:13]2[C:8](=[CH:9][CH:10]=[CH:11][C:12]=2[NH:14][C:15]([C:17]2[N:21]3[CH:22]=[CH:23][C:24]([C:26]([N:28]4[CH2:29][CH2:30][N:31]([CH3:42])[CH2:32][CH2:33]4)=[O:27])=[CH:25][C:20]3=[N:19][CH:18]=2)=[O:16])[N:7]([CH2:34][C:35]2[CH:40]=[CH:39][CH:38]=[C:37]([CH3:41])[N:36]=2)[N:6]=1)[CH3:4]. (7) Given the reactants [NH:1]1[CH:5]=[C:4]([C:6]2[CH:11]=[C:10]([C:12]#[N:13])[CH:9]=[CH:8][N:7]=2)[N:3]=[CH:2]1.Cl[CH:15]1[CH2:20][CH2:19][N:18]([CH3:21])[CH2:17][CH2:16]1, predict the reaction product. The product is: [CH3:21][N:18]1[CH2:19][CH2:20][CH:15]([N:1]2[CH:5]=[C:4]([C:6]3[CH:11]=[C:10]([C:12]#[N:13])[CH:9]=[CH:8][N:7]=3)[N:3]=[CH:2]2)[CH2:16][CH2:17]1.